This data is from Peptide-MHC class I binding affinity with 185,985 pairs from IEDB/IMGT. The task is: Regression. Given a peptide amino acid sequence and an MHC pseudo amino acid sequence, predict their binding affinity value. This is MHC class I binding data. (1) The peptide sequence is DTSNNIAEYI. The MHC is HLA-A02:02 with pseudo-sequence HLA-A02:02. The binding affinity (normalized) is 0.251. (2) The peptide sequence is EHFYWGSVF. The MHC is HLA-A26:01 with pseudo-sequence HLA-A26:01. The binding affinity (normalized) is 0.0847. (3) The peptide sequence is RYSNFAWYF. The MHC is HLA-B35:01 with pseudo-sequence HLA-B35:01. The binding affinity (normalized) is 0.0847. (4) The peptide sequence is NTTTFITVLT. The MHC is HLA-A02:02 with pseudo-sequence HLA-A02:02. The binding affinity (normalized) is 0.299. (5) The peptide sequence is KVGAGAFGL. The MHC is HLA-A02:01 with pseudo-sequence HLA-A02:01. The binding affinity (normalized) is 0.140.